This data is from Catalyst prediction with 721,799 reactions and 888 catalyst types from USPTO. The task is: Predict which catalyst facilitates the given reaction. (1) Reactant: [CH3:1][C:2]1[CH:7]=[C:6]([CH3:8])[C:5]([N+:9]([O-:11])=[O:10])=[CH:4][N:3]=1.[Se]=[O:13].[BH4-].[Na+]. Product: [CH3:8][C:6]1[C:5]([N+:9]([O-:11])=[O:10])=[CH:4][N:3]=[C:2]([CH2:1][OH:13])[CH:7]=1. The catalyst class is: 12. (2) Reactant: [O:1]=[C:2]([NH:11][C:12]1[CH:13]=[C:14]2[C:18](=[CH:19][CH:20]=1)[N:17]([C:21]1[N:29]=[C:28]([NH:30][C@H:31]3[CH2:36][CH2:35][C@H:34]([NH:37]C(OC(C)(C)C)=O)[CH2:33][CH2:32]3)[N:27]=[C:26]3[C:22]=1[N:23]=[CH:24][N:25]3C(OC(C)(C)C)=O)[CH2:16][CH2:15]2)[CH2:3][CH2:4][C:5]1[CH:10]=[CH:9][CH:8]=[CH:7][CH:6]=1.Cl. Product: [NH2:37][C@H:34]1[CH2:33][CH2:32][C@H:31]([NH:30][C:28]2[N:27]=[C:26]3[C:22]([N:23]=[CH:24][NH:25]3)=[C:21]([N:17]3[C:18]4[C:14](=[CH:13][C:12]([NH:11][C:2](=[O:1])[CH2:3][CH2:4][C:5]5[CH:6]=[CH:7][CH:8]=[CH:9][CH:10]=5)=[CH:20][CH:19]=4)[CH2:15][CH2:16]3)[N:29]=2)[CH2:36][CH2:35]1. The catalyst class is: 5. (3) Product: [CH3:74][CH2:73][CH2:72][CH2:71][CH2:78][CH2:79][CH2:80][CH2:81][CH2:82][CH2:83][CH2:40][CH2:41][O:43][S:12]([O-:15])(=[O:13])=[O:14].[Na+:16]. The catalyst class is: 610. Reactant: C1N(CCO)CCN(CC[S:12]([OH:15])(=[O:14])=[O:13])C1.[Na+:16].[Cl-].C(N([CH2:40][C:41]([OH:43])=O)CC(O)=O)COCCOCCN(CC(O)=O)CC(O)=O.C(N(CC(O)=O)CC(O)=O)CN(CC(O)=O)CC(O)=O.CCC(CO[C:71](C(N(CC[NH+](C)C)C)=O)([C:78]1[CH:83]=[CH:82][CH:81]=[CH:80][CH:79]=1)[C:72]1C=CC=[CH:74][CH:73]=1)CC.[Cl-].C1C=CC(CS(F)(=O)=O)=CC=1.